From a dataset of Full USPTO retrosynthesis dataset with 1.9M reactions from patents (1976-2016). Predict the reactants needed to synthesize the given product. (1) Given the product [Br:31][C:24]1[CH:23]=[C:22]([CH:27]=[C:26]([CH2:28][O:29][CH3:30])[CH:25]=1)[O:21][CH2:20][CH2:19][CH2:18][CH2:17][CH2:16][CH2:15][C:11]1[C:10]([CH2:32][CH2:33][C:34]([OH:36])=[O:35])=[C:9]([CH:14]=[CH:13][CH:12]=1)[O:8][CH2:7][CH2:6][CH2:5][C:4]([OH:39])=[O:3], predict the reactants needed to synthesize it. The reactants are: C([O:3][C:4](=[O:39])[CH2:5][CH2:6][CH2:7][O:8][C:9]1[CH:14]=[CH:13][CH:12]=[C:11]([CH2:15][CH2:16][CH2:17][CH2:18][CH2:19][CH2:20][O:21][C:22]2[CH:27]=[C:26]([CH2:28][O:29][CH3:30])[CH:25]=[C:24]([Br:31])[CH:23]=2)[C:10]=1[CH2:32][CH2:33][C:34]([O:36]CC)=[O:35])C.[OH-].[Na+]. (2) Given the product [CH3:19][C:17]1[CH:16]=[CH:15][C:14]([S:20][C:21]2[CH:22]=[CH:23][C:24]([NH:27][C:28](=[O:30])[CH3:29])=[CH:25][CH:26]=2)=[C:13]([NH:12][C:2]2[C:3]3[C:4](=[N:8][N:9]([CH3:11])[CH:10]=3)[N:5]=[CH:6][CH:7]=2)[CH:18]=1, predict the reactants needed to synthesize it. The reactants are: Cl[C:2]1[C:3]2[C:4](=[N:8][N:9]([CH3:11])[CH:10]=2)[N:5]=[CH:6][CH:7]=1.[NH2:12][C:13]1[CH:18]=[C:17]([CH3:19])[CH:16]=[CH:15][C:14]=1[S:20][C:21]1[CH:26]=[CH:25][C:24]([NH:27][C:28](=[O:30])[CH3:29])=[CH:23][CH:22]=1.CC(C)([O-])C.[Na+].